Dataset: M1 muscarinic receptor antagonist screen with 61,756 compounds. Task: Binary Classification. Given a drug SMILES string, predict its activity (active/inactive) in a high-throughput screening assay against a specified biological target. (1) The compound is Clc1cc(N2CCN(CC2)c2oc(nc2C#N)c2cc(OC)c(OC)cc2)ccc1. The result is 0 (inactive). (2) The molecule is Clc1c(NC(=O)CCc2onc(n2)c2ccccc2)cc(cc1)C(F)(F)F. The result is 0 (inactive).